Dataset: Reaction yield outcomes from USPTO patents with 853,638 reactions. Task: Predict the reaction yield, written as a fraction of the theoretical maximum amount of product (1.0 means a 100% yield; for example, 0.34 means a 34% yield). (1) The reactants are [NH2:1][C:2]1[N:6]([C:7]2[CH:8]=[CH:9][C:10]([Cl:14])=[C:11]([OH:13])[CH:12]=2)[N:5]=[C:4]([C:15]([CH3:18])([CH3:17])[CH3:16])[CH:3]=1.[O:19]1[CH2:24][CH2:23][N:22]([CH:25](O)[CH3:26])[CH2:21][CH2:20]1.C1C=CC(P(C2C=CC=CC=2)C2C=CC=CC=2)=CC=1.CCOC(/N=N/C(OCC)=O)=O. The catalyst is C1COCC1.O. The product is [C:15]([C:4]1[CH:3]=[C:2]([NH2:1])[N:6]([C:7]2[CH:8]=[CH:9][C:10]([Cl:14])=[C:11]([O:13][CH2:26][CH2:25][N:22]3[CH2:23][CH2:24][O:19][CH2:20][CH2:21]3)[CH:12]=2)[N:5]=1)([CH3:18])([CH3:17])[CH3:16]. The yield is 0.800. (2) The reactants are [CH2:1]([O:3][C:4](=[O:22])[CH:5]([CH2:11][C:12]([O:14][CH2:15][C:16]1[CH:21]=[CH:20][CH:19]=[CH:18][CH:17]=1)=[O:13])[C:6]([O:8][CH2:9][CH3:10])=[O:7])[CH3:2].[CH3:23][C:24]([C:27]1[CH:34]=[CH:33][C:30]([CH2:31]Br)=[CH:29][CH:28]=1)([CH3:26])[CH3:25].[H-].[Na+]. No catalyst specified. The product is [C:16]1([CH2:15][O:14][C:12](=[O:13])[CH2:11][C:5]([C:6]([O:8][CH2:9][CH3:10])=[O:7])([C:4]([O:3][CH2:1][CH3:2])=[O:22])[CH2:31][C:30]2[CH:33]=[CH:34][C:27]([C:24]([CH3:26])([CH3:25])[CH3:23])=[CH:28][CH:29]=2)[CH:17]=[CH:18][CH:19]=[CH:20][CH:21]=1. The yield is 0.530. (3) The reactants are [CH2:1]([O:8][N:9]1[C:18]2[C:13](=[CH:14][C:15](Br)=[CH:16][N:17]=2)[C:12]([NH:20][CH2:21][C:22]2[CH:27]=[CH:26][C:25]([O:28][CH3:29])=[CH:24][C:23]=2[O:30][CH3:31])=[C:11]([C:32]([NH:34][CH2:35][C:36]2[CH:41]=[CH:40][C:39]([F:42])=[CH:38][C:37]=2[F:43])=[O:33])[C:10]1=[O:44])[C:2]1[CH:7]=[CH:6][CH:5]=[CH:4][CH:3]=1.C(=O)([O-])[O-].[Cs+].[Cs+].[C:51]1(B(O)O)[CH:56]=[CH:55][CH:54]=[CH:53][CH:52]=1. The catalyst is C1(C)C=CC=CC=1.C1C=CC(P(C2C=CC=CC=2)[C-]2C=CC=C2)=CC=1.C1C=CC(P(C2C=CC=CC=2)[C-]2C=CC=C2)=CC=1.Cl[Pd]Cl.[Fe+2]. The product is [CH2:1]([O:8][N:9]1[C:18]2[C:13](=[CH:14][C:15]([C:51]3[CH:56]=[CH:55][CH:54]=[CH:53][CH:52]=3)=[CH:16][N:17]=2)[C:12]([NH:20][CH2:21][C:22]2[CH:27]=[CH:26][C:25]([O:28][CH3:29])=[CH:24][C:23]=2[O:30][CH3:31])=[C:11]([C:32]([NH:34][CH2:35][C:36]2[CH:41]=[CH:40][C:39]([F:42])=[CH:38][C:37]=2[F:43])=[O:33])[C:10]1=[O:44])[C:2]1[CH:7]=[CH:6][CH:5]=[CH:4][CH:3]=1. The yield is 0.610. (4) The reactants are [Cl:1][C:2]1[CH:9]=[CH:8][CH:7]=[CH:6][C:3]=1[CH:4]=O.[CH:10]([O:13][C:14]1[CH:15]=[C:16]([CH:28]=[C:29]([NH2:31])[CH:30]=1)[C:17]([NH:19][C:20]1[S:21][C:22]([C:25]([OH:27])=[O:26])=[CH:23][N:24]=1)=[O:18])([CH3:12])[CH3:11].C([BH3-])#N.[Na+]. The catalyst is CO. The product is [CH:10]([O:13][C:14]1[CH:15]=[C:16]([CH:28]=[C:29]([NH:31][CH2:4][C:3]2[CH:6]=[CH:7][CH:8]=[CH:9][C:2]=2[Cl:1])[CH:30]=1)[C:17]([NH:19][C:20]1[S:21][C:22]([C:25]([OH:27])=[O:26])=[CH:23][N:24]=1)=[O:18])([CH3:12])[CH3:11]. The yield is 0.550.